Task: Predict the reaction yield, written as a fraction of the theoretical maximum amount of product (1.0 means a 100% yield; for example, 0.34 means a 34% yield).. Dataset: Reaction yield outcomes from USPTO patents with 853,638 reactions (1) The reactants are [F:1][C:2]1[CH:7]=[CH:6][CH:5]=[CH:4][C:3]=1[C:8]1[C:14]2[CH:15]=[CH:16][CH:17]=[C:18]([CH3:19])[C:13]=2[N:12]([CH2:20][C:21]([C:23]([CH3:26])([CH3:25])[CH3:24])=[O:22])[C:11](=[O:27])[CH:10]([NH:28]C(OC(C)(C)C)=O)[N:9]=1.Cl.C(=O)(O)[O-].[Na+]. The catalyst is C(OCC)(=O)C. The product is [NH2:28][CH:10]1[N:9]=[C:8]([C:3]2[CH:4]=[CH:5][CH:6]=[CH:7][C:2]=2[F:1])[C:14]2[CH:15]=[CH:16][CH:17]=[C:18]([CH3:19])[C:13]=2[N:12]([CH2:20][C:21]([C:23]([CH3:25])([CH3:24])[CH3:26])=[O:22])[C:11]1=[O:27]. The yield is 0.971. (2) The reactants are [F:1][C:2]([F:38])([F:37])[C:3]1[CH:4]=[C:5]([CH:30]=[C:31]([C:33]([F:36])([F:35])[F:34])[CH:32]=1)[CH2:6][N:7]([CH3:29])[C:8](=[O:28])[C:9]1[C:14]([C:15]2[CH:20]=[CH:19][CH:18]=[CH:17][C:16]=2[CH3:21])=[CH:13][C:12]([N:22]2[CH2:27][CH2:26][NH:25][CH2:24][CH2:23]2)=[N:11][CH:10]=1.Cl[CH2:40][C:41]1[N:45]=[CH:44][O:43][N:42]=1.C(=O)([O-])[O-].[K+].[K+]. The catalyst is C(#N)C.O. The product is [F:38][C:2]([F:37])([F:1])[C:3]1[CH:4]=[C:5]([CH:30]=[C:31]([C:33]([F:35])([F:36])[F:34])[CH:32]=1)[CH2:6][N:7]([CH3:29])[C:8](=[O:28])[C:9]1[C:14]([C:15]2[CH:20]=[CH:19][CH:18]=[CH:17][C:16]=2[CH3:21])=[CH:13][C:12]([N:22]2[CH2:23][CH2:24][N:25]([CH2:40][C:41]3[N:45]=[CH:44][O:43][N:42]=3)[CH2:26][CH2:27]2)=[N:11][CH:10]=1. The yield is 0.347. (3) The reactants are C[Si](C)(C)[C:3]1[S:7][C:6]([S:8]([NH2:11])(=[O:10])=[O:9])=[CH:5][C:4]=1[O:12][CH3:13].[F-].C([N+](CCCC)(CCCC)CCCC)CCC. The catalyst is C1COCC1. The product is [CH3:13][O:12][C:4]1[CH:5]=[C:6]([S:8]([NH2:11])(=[O:10])=[O:9])[S:7][CH:3]=1. The yield is 0.860.